From a dataset of Reaction yield outcomes from USPTO patents with 853,638 reactions. Predict the reaction yield, written as a fraction of the theoretical maximum amount of product (1.0 means a 100% yield; for example, 0.34 means a 34% yield). (1) The reactants are Br[C:2]1[CH:19]=[CH:18][C:5]2[CH:6]3[CH2:17][CH:8]([C:9]4[S:13][C:12]([C:14]([NH2:16])=[O:15])=[N:11][C:10]=4[C:4]=2[CH:3]=1)[CH2:7]3.[C:20]([C@:22]1([OH:29])[CH2:26][CH2:25][N:24]([CH3:27])[C:23]1=[O:28])#[CH:21]. No catalyst specified. The product is [OH:29][C@@:22]1([C:20]#[C:21][C:2]2[CH:19]=[CH:18][C:5]3[CH:6]4[CH2:17][CH:8]([C:9]5[S:13][C:12]([C:14]([NH2:16])=[O:15])=[N:11][C:10]=5[C:4]=3[CH:3]=2)[CH2:7]4)[CH2:26][CH2:25][N:24]([CH3:27])[C:23]1=[O:28]. The yield is 0.590. (2) The reactants are [OH:1][C@@H:2]1[CH2:6][CH2:5][O:4][C:3]1=[O:7].C1(P(C2C=CC=CC=2)C2C=CC=CC=2)C=CC=CC=1.[Br:27][C:28]1[C:33]([CH3:34])=[CH:32][C:31](O)=[C:30]([F:36])[CH:29]=1.N(C(OC(C)(C)C)=O)=NC(OC(C)(C)C)=O. The catalyst is C1(C)C=CC=CC=1. The product is [Br:27][C:28]1[C:33]([CH3:34])=[CH:32][C:31]([O:1][C@H:2]2[CH2:6][CH2:5][O:4][C:3]2=[O:7])=[C:30]([F:36])[CH:29]=1. The yield is 0.510. (3) The reactants are [F:1][C:2]([F:16])([F:15])[C:3]1[CH:4]=[C:5]([C:9]2[N:10]=[C:11]([NH2:14])[NH:12][N:13]=2)[CH:6]=[CH:7][CH:8]=1.[H-].[Na+].[Cl:19][C:20]1[CH:21]=[CH:22][C:23]([N+:29]([O-:31])=[O:30])=[C:24]([CH:28]=1)[C:25](Cl)=[O:26]. The catalyst is O1CCCC1.C(OCC)(=O)C. The product is [Cl:19][C:20]1[CH:21]=[CH:22][C:23]([N+:29]([O-:31])=[O:30])=[C:24]([CH:28]=1)[C:25]([NH:14][C:11]1[NH:12][N:13]=[C:9]([C:5]2[CH:6]=[CH:7][CH:8]=[C:3]([C:2]([F:15])([F:1])[F:16])[CH:4]=2)[N:10]=1)=[O:26]. The yield is 0.670. (4) The reactants are [CH3:1][O:2][C:3]([C:5]1[S:6][CH:7]=[CH:8][C:9]=1[NH2:10])=[O:4].[NH:11]1[C:15]2[N:16]=[CH:17][CH:18]=[C:19]([CH:20]=O)[C:14]=2[CH:13]=[CH:12]1.C([SiH](CC)CC)C.[OH-].[Na+].C([O-])(O)=O.[Na+]. The catalyst is C(O)(C(F)(F)F)=O.C(Cl)Cl. The product is [NH:11]1[C:15]2=[N:16][CH:17]=[CH:18][C:19]([CH2:20][NH:10][C:9]3[CH:8]=[CH:7][S:6][C:5]=3[C:3]([O:2][CH3:1])=[O:4])=[C:14]2[CH:13]=[CH:12]1. The yield is 0.490. (5) The reactants are C[O:2][C:3](=O)[CH2:4][C:5]([NH:7][C:8]1[CH:13]=[CH:12][C:11]([O:14][CH2:15][C:16]2[CH:21]=[CH:20][C:19]([F:22])=[CH:18][CH:17]=2)=[CH:10][CH:9]=1)=[O:6].[OH-].[NH4+:25]. No catalyst specified. The product is [F:22][C:19]1[CH:20]=[CH:21][C:16]([CH2:15][O:14][C:11]2[CH:12]=[CH:13][C:8]([NH:7][C:5](=[O:6])[CH2:4][C:3]([NH2:25])=[O:2])=[CH:9][CH:10]=2)=[CH:17][CH:18]=1. The yield is 0.800.